From a dataset of Forward reaction prediction with 1.9M reactions from USPTO patents (1976-2016). Predict the product of the given reaction. (1) Given the reactants [Cl-].[NH4+:2].[F:3][C:4]1[CH:15]=[CH:14][CH:13]=[CH:12][C:5]=1[C:6]([N:8]([O:10][CH3:11])[CH3:9])=[O:7], predict the reaction product. The product is: [NH2:2][C:14]1[CH:13]=[CH:12][C:5]([C:6]([N:8]([O:10][CH3:11])[CH3:9])=[O:7])=[C:4]([F:3])[CH:15]=1. (2) Given the reactants [C:1](=O)([O:17]N1C(=O)CCC1=O)[O:2][CH2:3][CH:4]1[C:16]2[CH:15]=[CH:14][CH:13]=[CH:12][C:11]=2[C:10]2[C:5]1=[CH:6][CH:7]=[CH:8][CH:9]=2.[NH2:26][C:27]1([C:31]([OH:33])=[O:32])[CH2:30][O:29][CH2:28]1.C(=O)([O-])[O-].[K+].[K+], predict the reaction product. The product is: [CH:15]1[C:16]2[CH:4]([CH2:3][O:2][C:1]([NH:26][C:27]3([C:31]([OH:33])=[O:32])[CH2:30][O:29][CH2:28]3)=[O:17])[C:5]3[C:10](=[CH:9][CH:8]=[CH:7][CH:6]=3)[C:11]=2[CH:12]=[CH:13][CH:14]=1. (3) Given the reactants C(OC([N:8]1[CH2:12][CH2:11][C@H:10]([O:13][Si:14]([C:17]([CH3:20])([CH3:19])[CH3:18])([CH3:16])[CH3:15])[C@H:9]1[C@@H:21]([NH:23][C:24]1[CH:29]=[CH:28][C:27]([C:30]#[N:31])=[C:26]([Cl:32])[C:25]=1[CH3:33])[CH3:22])=O)(C)(C)C.C1(C)C=CC=CC=1, predict the reaction product. The product is: [Si:14]([O:13][C@H:10]1[CH2:11][CH2:12][NH:8][C@@H:9]1[C@@H:21]([NH:23][C:24]1[CH:29]=[CH:28][C:27]([C:30]#[N:31])=[C:26]([Cl:32])[C:25]=1[CH3:33])[CH3:22])([C:17]([CH3:19])([CH3:20])[CH3:18])([CH3:16])[CH3:15]. (4) Given the reactants [OH-:1].[Li+].OO.[NH2:5][C@H:6]1[CH2:11][CH2:10][C@H:9]([O:12][C:13]2[C:20]([Cl:21])=[CH:19][C:16]([C:17]#[N:18])=[C:15]([O:22][CH3:23])[CH:14]=2)[CH2:8][CH2:7]1.[Cl-].[Na+].N, predict the reaction product. The product is: [NH2:5][C@H:6]1[CH2:11][CH2:10][C@H:9]([O:12][C:13]2[C:20]([Cl:21])=[CH:19][C:16]([C:17]([NH2:18])=[O:1])=[C:15]([O:22][CH3:23])[CH:14]=2)[CH2:8][CH2:7]1.